This data is from Human intestinal absorption (HIA) binary classification data from Hou et al.. The task is: Regression/Classification. Given a drug SMILES string, predict its absorption, distribution, metabolism, or excretion properties. Task type varies by dataset: regression for continuous measurements (e.g., permeability, clearance, half-life) or binary classification for categorical outcomes (e.g., BBB penetration, CYP inhibition). Dataset: hia_hou. The result is 1 (good absorption). The molecule is NC(=O)N1c2ccccc2C=Cc2ccccc21.